From a dataset of Full USPTO retrosynthesis dataset with 1.9M reactions from patents (1976-2016). Predict the reactants needed to synthesize the given product. (1) Given the product [F:24][C:23]1[C:16]([N:4]2[CH:5]=[C:6]([CH:7]=[O:8])[C:2]([CH3:1])=[N:3]2)=[C:17]([CH:20]=[CH:21][CH:22]=1)[C:18]#[N:19], predict the reactants needed to synthesize it. The reactants are: [CH3:1][C:2]1[C:6]([CH:7]=[O:8])=[CH:5][NH:4][N:3]=1.C(=O)([O-])[O-].[K+].[K+].F[C:16]1[C:23]([F:24])=[CH:22][CH:21]=[CH:20][C:17]=1[C:18]#[N:19].CN(C)C=O. (2) Given the product [CH2:1]([N:8]1[CH2:13][CH2:12][C:11]([NH:19][C:18]2[CH:20]=[CH:21][CH:22]=[C:16]([F:15])[CH:17]=2)([C:27]#[N:28])[CH2:10][CH2:9]1)[C:2]1[CH:7]=[CH:6][CH:5]=[CH:4][CH:3]=1, predict the reactants needed to synthesize it. The reactants are: [CH2:1]([N:8]1[CH2:13][CH2:12][C:11](=O)[CH2:10][CH2:9]1)[C:2]1[CH:7]=[CH:6][CH:5]=[CH:4][CH:3]=1.[F:15][C:16]1[CH:17]=[C:18]([CH:20]=[CH:21][CH:22]=1)[NH2:19].C[Si]([C:27]#[N:28])(C)C.[OH-].[NH4+].